This data is from Reaction yield outcomes from USPTO patents with 853,638 reactions. The task is: Predict the reaction yield, written as a fraction of the theoretical maximum amount of product (1.0 means a 100% yield; for example, 0.34 means a 34% yield). (1) The reactants are Br[C:2]1[CH:9]=[N:8][CH:7]=[C:6]([Br:10])[C:3]=1[CH:4]=[O:5].[C:11]1(=[O:24])[C:16]2=[CH:17][C:18]3[CH2:19][CH2:20][CH2:21][CH2:22][C:23]=3[N:15]2[CH:14]=[CH:13][NH:12]1.C(=O)([O-])[O-].[Cs+].[Cs+].COC1C2C(=C3C(=CC=2)C(OC)=CC=N3)N=CC=1. The catalyst is [Cu]I.O1CCOCC1. The product is [Br:10][C:6]1[CH:7]=[N:8][CH:9]=[C:2]([N:12]2[CH:13]=[CH:14][N:15]3[C:23]4[CH2:22][CH2:21][CH2:20][CH2:19][C:18]=4[CH:17]=[C:16]3[C:11]2=[O:24])[C:3]=1[CH:4]=[O:5]. The yield is 0.350. (2) The reactants are [C:1]([O:5][C:6]([NH:8][C:9]1[CH:14]=[CH:13][CH:12]=[CH:11][C:10]=1[NH:15][C:16]([C:18]1[CH:23]=[CH:22][C:21]([CH:24]=[CH:25][C:26]([O:28]C)=[O:27])=[CH:20][CH:19]=1)=[O:17])=[O:7])([CH3:4])([CH3:3])[CH3:2].O[Li].O. The catalyst is C1COCC1.O. The product is [C:1]([O:5][C:6]([NH:8][C:9]1[CH:14]=[CH:13][CH:12]=[CH:11][C:10]=1[NH:15][C:16]([C:18]1[CH:23]=[CH:22][C:21]([CH:24]=[CH:25][C:26]([OH:28])=[O:27])=[CH:20][CH:19]=1)=[O:17])=[O:7])([CH3:4])([CH3:2])[CH3:3]. The yield is 0.920. (3) The reactants are [C:1]([NH:5][S:6]([CH2:9][CH2:10][C:11]1[CH:16]=[CH:15][C:14]([NH2:17])=[C:13]([C:18]2[CH2:23][CH2:22][C:21]([CH3:25])([CH3:24])[CH2:20][CH:19]=2)[CH:12]=1)(=[O:8])=[O:7])([CH3:4])([CH3:3])[CH3:2].C1CN([P+](Br)(N2CCCC2)N2CCCC2)CC1.F[P-](F)(F)(F)(F)F.[K+].[C:51]([C:53]1[N:54]=[C:55]([C:66]([O-])=[O:67])[N:56]([CH2:58][O:59][CH2:60][CH2:61][Si:62]([CH3:65])([CH3:64])[CH3:63])[CH:57]=1)#[N:52].CCN(C(C)C)C(C)C. The catalyst is C(Cl)Cl. The product is [C:1]([NH:5][S:6]([CH2:9][CH2:10][C:11]1[CH:16]=[CH:15][C:14]([NH:17][C:66]([C:55]2[N:56]([CH2:58][O:59][CH2:60][CH2:61][Si:62]([CH3:65])([CH3:64])[CH3:63])[CH:57]=[C:53]([C:51]#[N:52])[N:54]=2)=[O:67])=[C:13]([C:18]2[CH2:23][CH2:22][C:21]([CH3:25])([CH3:24])[CH2:20][CH:19]=2)[CH:12]=1)(=[O:8])=[O:7])([CH3:4])([CH3:2])[CH3:3]. The yield is 0.690. (4) The reactants are [Cl:1][C:2]1[CH:11]=[C:10]2[C:5]([C:6]([C:28]3[CH:33]=[CH:32][CH:31]=[CH:30][CH:29]=3)=[C:7]([CH2:13][C:14]([NH:16][C:17]3[CH:22]=[CH:21][C:20]([Cl:23])=[CH:19][C:18]=3[C:24]([F:27])([F:26])[F:25])=[O:15])[C:8](=[O:12])[O:9]2)=[CH:4][C:3]=1[O:34]C.B(Br)(Br)Br.C(Cl)Cl.Cl. The catalyst is C(Cl)Cl. The product is [Cl:1][C:2]1[CH:11]=[C:10]2[C:5]([C:6]([C:28]3[CH:33]=[CH:32][CH:31]=[CH:30][CH:29]=3)=[C:7]([CH2:13][C:14]([NH:16][C:17]3[CH:22]=[CH:21][C:20]([Cl:23])=[CH:19][C:18]=3[C:24]([F:26])([F:25])[F:27])=[O:15])[C:8](=[O:12])[O:9]2)=[CH:4][C:3]=1[OH:34]. The yield is 0.640. (5) The reactants are [Br:1][C:2]1[CH:7]=[CH:6][C:5](CC#N)=[C:4]([F:11])[C:3]=1[F:12].OS(O)(=O)=O.[CH3:18][C:19](=[O:23])[O:20]CC. The catalyst is O. The product is [Br:1][C:2]1[CH:7]=[CH:6][C:5]([CH2:18][C:19]([OH:20])=[O:23])=[C:4]([F:11])[C:3]=1[F:12]. The yield is 0.416. (6) The reactants are [C:1]([O:5][C:6]([N:8]1[CH2:13][CH2:12][CH:11]([CH2:14][CH2:15][CH2:16][N:17]=[N+]=[N-])[CH2:10][CH2:9]1)=[O:7])([CH3:4])([CH3:3])[CH3:2].C1(P(C2C=CC=CC=2)C2C=CC=CC=2)C=CC=CC=1. The catalyst is O1CCCC1. The product is [C:1]([O:5][C:6]([N:8]1[CH2:13][CH2:12][CH:11]([CH2:14][CH2:15][CH2:16][NH2:17])[CH2:10][CH2:9]1)=[O:7])([CH3:4])([CH3:3])[CH3:2]. The yield is 0.950.